Dataset: Reaction yield outcomes from USPTO patents with 853,638 reactions. Task: Predict the reaction yield, written as a fraction of the theoretical maximum amount of product (1.0 means a 100% yield; for example, 0.34 means a 34% yield). (1) The reactants are Br[C:2]1[CH:3]=[C:4]2[C:11]3([O:15][N:14]([CH3:16])[C:13]([NH2:17])=[N:12]3)[CH2:10][CH:9]([CH:18]3[CH2:23][CH2:22][CH2:21][O:20][CH2:19]3)[O:8][C:5]2=[CH:6][CH:7]=1.[C:24]([C:26]1[CH:27]=[C:28](B(O)O)[CH:29]=[CH:30][CH:31]=1)#[N:25]. The catalyst is O1CCOCC1.C([O-])([O-])=O.[Cs+].[Cs+].Cl[Pd](Cl)([P](C1C=CC=CC=1)(C1C=CC=CC=1)C1C=CC=CC=1)[P](C1C=CC=CC=1)(C1C=CC=CC=1)C1C=CC=CC=1. The product is [NH2:17][C:13]1[N:14]([CH3:16])[O:15][C:11]2([C:4]3[C:5](=[CH:6][CH:7]=[C:2]([C:30]4[CH:31]=[C:26]([CH:27]=[CH:28][CH:29]=4)[C:24]#[N:25])[CH:3]=3)[O:8][CH:9]([CH:18]3[CH2:23][CH2:22][CH2:21][O:20][CH2:19]3)[CH2:10]2)[N:12]=1. The yield is 0.100. (2) The yield is 0.930. The reactants are [CH3:1][N:2]1[C:6]([C:7]2[CH:8]=[C:9]([C:15]([O:17]C)=[O:16])[S:10][C:11]=2[CH2:12][CH2:13][CH3:14])=[CH:5][CH:4]=[N:3]1.[Cl:19]N1C(=O)CCC1=O.[OH-].[Na+]. The catalyst is O1CCCC1. The product is [Cl:19][C:5]1[CH:4]=[N:3][N:2]([CH3:1])[C:6]=1[C:7]1[CH:8]=[C:9]([C:15]([OH:17])=[O:16])[S:10][C:11]=1[CH2:12][CH2:13][CH3:14]. (3) The reactants are [NH:1]([C:3]1[CH:12]=[C:11]2[C:6]([CH2:7][CH2:8][NH:9][C:10]2=[O:13])=[CH:5][CH:4]=1)[NH2:2].[CH3:14][C:15]([CH3:22])([CH3:21])[C:16](=O)[CH2:17][C:18]#[N:19].[ClH:23]. The catalyst is CCO. The product is [ClH:23].[NH2:19][C:18]1[N:1]([C:3]2[CH:12]=[C:11]3[C:6]([CH2:7][CH2:8][NH:9][C:10]3=[O:13])=[CH:5][CH:4]=2)[N:2]=[C:16]([C:15]([CH3:22])([CH3:21])[CH3:14])[CH:17]=1. The yield is 0.960. (4) The reactants are [CH:1]1([N:6]([CH2:17][CH2:18][C:19]([O:21]C)=O)[C:7]2[C:12]([N+:13]([O-])=O)=[CH:11][N:10]=[C:9]([Cl:16])[N:8]=2)[CH2:5][CH2:4][CH2:3][CH2:2]1. The catalyst is C(O)(=O)C.[Fe]. The product is [Cl:16][C:9]1[N:10]=[CH:11][C:12]2[NH:13][C:19](=[O:21])[CH2:18][CH2:17][N:6]([CH:1]3[CH2:5][CH2:4][CH2:3][CH2:2]3)[C:7]=2[N:8]=1. The yield is 0.310. (5) The reactants are C([O:8][C:9]1[CH:10]=[C:11]([C:17]2[CH:22]=[CH:21][C:20]([C:23]([O:25][CH3:26])=[O:24])=[CH:19][CH:18]=2)[CH:12]=[C:13]([CH2:15]Cl)[CH:14]=1)C1C=CC=CC=1.[C:27]([C:31]1[CH:36]=[CH:35][C:34]([C:37]2[C:45]3[C:40](=[CH:41][CH:42]=[CH:43][CH:44]=3)[NH:39][C:38]=2[C:46]([O:48][CH2:49][CH3:50])=[O:47])=[CH:33][CH:32]=1)([CH3:30])([CH3:29])[CH3:28].C([O-])([O-])=O.[K+].[K+].CCOC(C)=O. The catalyst is CN(C=O)C. The product is [C:27]([C:31]1[CH:32]=[CH:33][C:34]([C:37]2[C:45]3[C:40](=[CH:41][CH:42]=[CH:43][CH:44]=3)[N:39]([CH2:15][C:13]3[CH:12]=[C:11]([C:17]4[CH:18]=[CH:19][C:20]([C:23]([O:25][CH3:26])=[O:24])=[CH:21][CH:22]=4)[CH:10]=[C:9]([OH:8])[CH:14]=3)[C:38]=2[C:46]([O:48][CH2:49][CH3:50])=[O:47])=[CH:35][CH:36]=1)([CH3:30])([CH3:28])[CH3:29]. The yield is 0.790. (6) The reactants are C[O:2][C:3](=O)[CH2:4][C:5]1[CH:10]=[CH:9][C:8]([O:11][CH2:12][C:13]2[CH:18]=[CH:17][CH:16]=[CH:15][CH:14]=2)=[C:7]([F:19])[CH:6]=1.[H-].[H-].[H-].[H-].[Li+].[Al+3]. The catalyst is CCOCC. The product is [CH2:12]([O:11][C:8]1[CH:9]=[CH:10][C:5]([CH2:4][CH2:3][OH:2])=[CH:6][C:7]=1[F:19])[C:13]1[CH:18]=[CH:17][CH:16]=[CH:15][CH:14]=1. The yield is 0.820.